Dataset: Full USPTO retrosynthesis dataset with 1.9M reactions from patents (1976-2016). Task: Predict the reactants needed to synthesize the given product. (1) Given the product [F:31][C:2]1([F:1])[CH2:4][CH:3]1[CH2:5][N:6]1[CH2:11][CH2:10][N:9]([C:12]2[CH:13]=[CH:14][C:15]([N:18]3[C:27]4[C:22](=[CH:23][CH:24]=[CH:25][CH:26]=4)[NH:21][CH2:20][CH2:19]3)=[N:16][CH:17]=2)[CH2:8][CH2:7]1, predict the reactants needed to synthesize it. The reactants are: [F:1][C:2]1([F:31])[CH2:4][CH:3]1[CH2:5][N:6]1[CH2:11][CH2:10][N:9]([C:12]2[CH:13]=[CH:14][C:15]([N:18]3[C:27]4[C:22](=[CH:23][CH:24]=[CH:25][CH:26]=4)[N:21](C(O)=O)[CH2:20][CH2:19]3)=[N:16][CH:17]=2)[CH2:8][CH2:7]1.Cl. (2) Given the product [F:8][C:6]1[CH:5]=[C:4]([O:9][CH3:10])[C:3]([N+:11]([O-:13])=[O:12])=[C:2]([N:18]2[CH:19]=[C:15]([CH3:14])[N:16]=[CH:17]2)[CH:7]=1, predict the reactants needed to synthesize it. The reactants are: F[C:2]1[CH:7]=[C:6]([F:8])[CH:5]=[C:4]([O:9][CH3:10])[C:3]=1[N+:11]([O-:13])=[O:12].[CH3:14][C:15]1[N:16]=[CH:17][NH:18][CH:19]=1.C(=O)([O-])[O-].[K+].[K+].O. (3) Given the product [CH3:14][O:13][C:10]1[CH:9]=[CH:8][C:7]([CH2:6][O:5][CH2:4]/[CH:3]=[C:2](/[CH3:1])\[CH2:15][CH2:16][CH:17]=[O:21])=[CH:12][CH:11]=1.[CH3:1]/[C:2](/[CH2:15][CH2:16][CH:17]=[C:18]([CH3:20])[CH3:19])=[CH:3]/[CH2:4][O:5][CH2:6][C:7]1[CH:12]=[CH:11][C:10]([O:13][CH3:14])=[CH:9][CH:8]=1, predict the reactants needed to synthesize it. The reactants are: [CH3:1]/[C:2](/[CH2:15][CH2:16][CH:17]=[C:18]([CH3:20])[CH3:19])=[CH:3]/[CH2:4][O:5][CH2:6][C:7]1[CH:12]=[CH:11][C:10]([O:13][CH3:14])=[CH:9][CH:8]=1.[O:21]=[O+][O-].CSC.